From a dataset of Full USPTO retrosynthesis dataset with 1.9M reactions from patents (1976-2016). Predict the reactants needed to synthesize the given product. (1) Given the product [CH:1]1([C:6]2[C:14]3[C:9](=[CH:10][CH:11]=[CH:12][CH:13]=3)[N:8]([S:15]([C:18]3[CH:19]=[CH:20][C:21]([C:22]([NH:60][CH2:61][C:49]4[CH:50]=[N:51][CH:46]=[CH:47][CH:48]=4)=[O:24])=[CH:25][CH:26]=3)(=[O:17])=[O:16])[CH:7]=2)[CH2:5][CH2:4][CH2:3][CH2:2]1, predict the reactants needed to synthesize it. The reactants are: [CH:1]1([C:6]2[C:14]3[C:9](=[CH:10][CH:11]=[CH:12][CH:13]=3)[N:8]([S:15]([C:18]3[CH:26]=[CH:25][C:21]([C:22]([OH:24])=O)=[CH:20][CH:19]=3)(=[O:17])=[O:16])[CH:7]=2)[CH2:5][CH2:4][CH2:3][CH2:2]1.C1CN([P+](ON2N=[N:51][C:46]3[CH:47]=[CH:48][CH:49]=[CH:50]C2=3)(N2CCCC2)N2CCCC2)CC1.F[P-](F)(F)(F)(F)F.[NH2:60][C:61]1C=NC=CC=1.CCN(C(C)C)C(C)C. (2) The reactants are: Cl[C:2]1[CH:7]=[C:6]([N:8]([CH:16]2[CH2:18][CH2:17]2)[C:9](=[O:15])[O:10][C:11]([CH3:14])([CH3:13])[CH3:12])[N:5]2[N:19]=[CH:20][C:21]([CH:22]=[C:23]3[CH2:27][C:26](=[O:28])[NH:25][C:24]3=[O:29])=[C:4]2[N:3]=1.C([O-])([O-])=O.[K+].[K+].[N:36]1[CH:41]=[CH:40][CH:39]=[CH:38][C:37]=1[N:42]1[CH2:47][CH2:46][NH:45][CH2:44][CH2:43]1. Given the product [CH:16]1([N:8]([C:6]2[N:5]3[N:19]=[CH:20][C:21]([CH:22]=[C:23]4[CH2:27][C:26](=[O:28])[NH:25][C:24]4=[O:29])=[C:4]3[N:3]=[C:2]([N:45]3[CH2:46][CH2:47][N:42]([C:37]4[CH:38]=[CH:39][CH:40]=[CH:41][N:36]=4)[CH2:43][CH2:44]3)[CH:7]=2)[C:9](=[O:15])[O:10][C:11]([CH3:14])([CH3:13])[CH3:12])[CH2:18][CH2:17]1, predict the reactants needed to synthesize it.